The task is: Predict the product of the given reaction.. This data is from Forward reaction prediction with 1.9M reactions from USPTO patents (1976-2016). (1) Given the reactants Cl[CH2:2][C:3]1[CH:4]=[CH:5][C:6]2[N:10]=[C:9]([CH2:11][CH2:12][CH2:13][CH2:14][N:15]([CH2:19][CH2:20][CH3:21])[CH2:16][CH2:17][CH3:18])[N:8](S(C3C=CC(C)=CC=3)(=O)=O)[C:7]=2[CH:32]=1.C1(=O)[NH:37]C(=O)C2=CC=CC=C12.[K], predict the reaction product. The product is: [NH2:37][CH2:2][C:3]1[CH:4]=[CH:5][C:6]2[N:10]=[C:9]([CH2:11][CH2:12][CH2:13][CH2:14][N:15]([CH2:19][CH2:20][CH3:21])[CH2:16][CH2:17][CH3:18])[NH:8][C:7]=2[CH:32]=1. (2) Given the reactants [C:1]([O:5][C:6](=[O:19])[C:7]([S:10][C:11]1[S:12][CH:13]=[C:14]([CH2:16][CH2:17][NH2:18])[N:15]=1)([CH3:9])[CH3:8])([CH3:4])([CH3:3])[CH3:2].[CH2:20]=[C:21]1[O:25][C:23](=[O:24])[CH2:22]1, predict the reaction product. The product is: [C:1]([O:5][C:6](=[O:19])[C:7]([S:10][C:11]1[S:12][CH:13]=[C:14]([CH2:16][CH2:17][NH:18][C:23](=[O:24])[CH2:22][C:21]([CH3:20])=[O:25])[N:15]=1)([CH3:9])[CH3:8])([CH3:2])([CH3:4])[CH3:3]. (3) Given the reactants [Cl-].[Li+].[H-].C([Al+]CC(C)C)C(C)C.[Mg].Br[C:15]1[CH:20]=[CH:19][C:18]([Cl:21])=[CH:17][C:16]=1[F:22].[C:23]([CH:25]1[CH2:27][CH:26]1[C:28](N(OC)C)=[O:29])#[N:24].[Cl-].[NH4+], predict the reaction product. The product is: [Cl:21][C:18]1[CH:19]=[CH:20][C:15]([C:28]([CH:26]2[CH2:27][CH:25]2[C:23]#[N:24])=[O:29])=[C:16]([F:22])[CH:17]=1. (4) Given the reactants Br[C:2]1[CH:3]=[C:4]([C:8]2[N:13]=[C:12]([C:14]3[CH:19]=[CH:18][C:17]([Cl:20])=[C:16]([Cl:21])[CH:15]=3)[CH:11]=[C:10]([C:22]([F:25])([F:24])[F:23])[N:9]=2)[CH:5]=[CH:6][CH:7]=1.[C:26]([NH:30][S:31]([C:34]1[S:35][C:36](B2OC(C)(C)C(C)(C)O2)=[CH:37][CH:38]=1)(=[O:33])=[O:32])([CH3:29])([CH3:28])[CH3:27], predict the reaction product. The product is: [C:26]([NH:30][S:31]([C:34]1[S:35][C:36]([C:2]2[CH:7]=[CH:6][CH:5]=[C:4]([C:8]3[N:9]=[C:10]([C:22]([F:24])([F:23])[F:25])[CH:11]=[C:12]([C:14]4[CH:19]=[CH:18][C:17]([Cl:20])=[C:16]([Cl:21])[CH:15]=4)[N:13]=3)[CH:3]=2)=[CH:37][CH:38]=1)(=[O:32])=[O:33])([CH3:29])([CH3:27])[CH3:28]. (5) The product is: [O:4]=[C:2]([CH:15]([C:16]1[CH:21]=[CH:20][CH:19]=[C:18]([Cl:22])[CH:17]=1)[C:14]([O:13][CH2:11][CH3:12])=[O:23])[C:1]([O:8][CH2:9][CH3:10])=[O:7]. Given the reactants [C:1]([O:8][CH2:9][CH3:10])(=[O:7])[C:2]([O:4]CC)=O.[CH2:11]([O:13][C:14](=[O:23])[CH2:15][C:16]1[CH:21]=[CH:20][CH:19]=[C:18]([Cl:22])[CH:17]=1)[CH3:12], predict the reaction product. (6) Given the reactants [C:1]([O:5][C:6]([N:8]1[CH2:13][CH2:12][CH:11]([NH:14][CH2:15][C:16]2[CH:21]=[CH:20][CH:19]=[C:18]([CH3:22])[CH:17]=2)[CH2:10][CH2:9]1)=[O:7])([CH3:4])([CH3:3])[CH3:2].[O:23]1[CH2:28][CH2:27][CH:26]([CH2:29][C:30](O)=[O:31])[CH2:25][CH2:24]1, predict the reaction product. The product is: [C:1]([O:5][C:6]([N:8]1[CH2:9][CH2:10][CH:11]([N:14]([CH2:15][C:16]2[CH:21]=[CH:20][CH:19]=[C:18]([CH3:22])[CH:17]=2)[C:30](=[O:31])[CH2:29][CH:26]2[CH2:27][CH2:28][O:23][CH2:24][CH2:25]2)[CH2:12][CH2:13]1)=[O:7])([CH3:4])([CH3:3])[CH3:2].